The task is: Predict the reaction yield, written as a fraction of the theoretical maximum amount of product (1.0 means a 100% yield; for example, 0.34 means a 34% yield).. This data is from Reaction yield outcomes from USPTO patents with 853,638 reactions. The reactants are CC(C)([O-])C.[K+].[N+:7](CS(C1C=CC(C)=CC=1)(=O)=O)#[C-:8].[CH:20]1([C:23]2[C:27]([CH:28]=O)=[CH:26][N:25]([CH3:30])[N:24]=2)[CH2:22][CH2:21]1.CO. The catalyst is COCCOC. The product is [CH:20]1([C:23]2[C:27]([CH2:28][C:8]#[N:7])=[CH:26][N:25]([CH3:30])[N:24]=2)[CH2:22][CH2:21]1. The yield is 0.670.